From a dataset of Catalyst prediction with 721,799 reactions and 888 catalyst types from USPTO. Predict which catalyst facilitates the given reaction. (1) Reactant: FC(F)(C(F)(F)F)C(F)(F)C(F)(F)S(O[C:9]1[C:13]2[CH:14]=[N:15][CH:16]=[CH:17][C:12]=2[O:11][C:10]=1[C:18]([O:20][CH2:21][CH3:22])=[O:19])(=O)=O.[Br:32][C:33]1[C:39]([F:40])=[CH:38][C:36]([NH2:37])=[C:35]([F:41])[CH:34]=1.CC1(C)C2C(=C(P(C3C=CC=CC=3)C3C=CC=CC=3)C=CC=2)OC2C(P(C3C=CC=CC=3)C3C=CC=CC=3)=CC=CC1=2.C1CCN2C(=NCCC2)CC1. Product: [Br:32][C:33]1[C:39]([F:40])=[CH:38][C:36]([NH:37][C:9]2[C:13]3[CH:14]=[N:15][CH:16]=[CH:17][C:12]=3[O:11][C:10]=2[C:18]([O:20][CH2:21][CH3:22])=[O:19])=[C:35]([F:41])[CH:34]=1. The catalyst class is: 101. (2) Reactant: [CH2:1]([N:8]([CH2:16][C@H:17]1[CH2:21][C@@H:20]([O:22][CH2:23][C:24]2[CH:29]=[CH:28][CH:27]=[CH:26][CH:25]=2)[CH2:19][N:18]1[C:30](OC(C)(C)C)=[O:31])[CH2:9][CH2:10]C(OCC)=O)[C:2]1[CH:7]=[CH:6][CH:5]=[CH:4][CH:3]=1.C(N(C[C@@H]1C[C@@H](OCC2C=CC=CC=2)CN1C(OC(C)(C)C)=O)CCC(OCC)=O)C1C=CC=CC=1.Cl.O1CCOCC1. Product: [CH2:1]([N:8]1[CH2:9][CH2:10][C:30](=[O:31])[N:18]2[CH2:19][C@H:20]([O:22][CH2:23][C:24]3[CH:29]=[CH:28][CH:27]=[CH:26][CH:25]=3)[CH2:21][C@@H:17]2[CH2:16]1)[C:2]1[CH:7]=[CH:6][CH:5]=[CH:4][CH:3]=1. The catalyst class is: 5. (3) Product: [F:1][C:2]1[CH:7]=[C:6]([N:29]2[CH2:34][CH2:33][O:32][CH2:31][CH2:30]2)[CH:5]=[CH:4][C:3]=1[N:9]1[CH:14]=[C:13]([O:15][CH3:16])[C:12](=[O:17])[C:11]([C:18]2[N:22]([C:23]3[CH:28]=[CH:27][CH:26]=[CH:25][CH:24]=3)[N:21]=[CH:20][CH:19]=2)=[N:10]1. Reactant: [F:1][C:2]1[CH:7]=[C:6](I)[CH:5]=[CH:4][C:3]=1[N:9]1[CH:14]=[C:13]([O:15][CH3:16])[C:12](=[O:17])[C:11]([C:18]2[N:22]([C:23]3[CH:28]=[CH:27][CH:26]=[CH:25][CH:24]=3)[N:21]=[CH:20][CH:19]=2)=[N:10]1.[NH:29]1[CH2:34][CH2:33][O:32][CH2:31][CH2:30]1.CC1(C)C2C(=C(P(C3C=CC=CC=3)C3C=CC=CC=3)C=CC=2)OC2C(P(C3C=CC=CC=3)C3C=CC=CC=3)=CC=CC1=2.CC([O-])(C)C.[Na+]. The catalyst class is: 488. (4) Reactant: [CH2:1]([O:3][C:4](=[O:12])[C:5]([S:8][C:9](=O)[CH3:10])([CH3:7])[CH3:6])[CH3:2].C[O-].[Na+].CC1C=CC(S([O:26][CH2:27][C@H:28]2COC[CH2:30][O:29]2)(=O)=O)=CC=1. Product: [O:26]1[CH2:27][CH2:28][O:29][CH2:30][C@@H:10]1[CH2:9][S:8][C:5]([CH3:7])([CH3:6])[C:4]([O:3][CH2:1][CH3:2])=[O:12]. The catalyst class is: 8. (5) Reactant: C([O:5][C@@H:6]([CH3:35])[C@H:7]([NH:18][C:19](=[O:34])[C:20]1[CH:25]=[CH:24][C:23]([C:26]([N:28]2[CH2:32][CH:31]=[CH:30][CH2:29]2)=[O:27])=[C:22]([CH3:33])[CH:21]=1)[C:8]1[NH:12][C:11]2[CH:13]=[CH:14][C:15]([Cl:17])=[CH:16][C:10]=2[N:9]=1)(C)(C)C.FC(F)(F)C(O)=O.ClCl. Product: [Cl:17][C:15]1[CH:14]=[CH:13][C:11]2[NH:12][C:8]([C@@H:7]([NH:18][C:19](=[O:34])[C:20]3[CH:25]=[CH:24][C:23]([C:26]([N:28]4[CH2:29][CH:30]=[CH:31][CH2:32]4)=[O:27])=[C:22]([CH3:33])[CH:21]=3)[C@@H:6]([OH:5])[CH3:35])=[N:9][C:10]=2[CH:16]=1. The catalyst class is: 429. (6) Reactant: [NH:1]1[C:9]2[C:4](=[C:5]([C:10]3[CH:19]=[N:18][C:13]4[O:14][CH2:15][CH2:16][NH:17][C:12]=4[CH:11]=3)[CH:6]=[CH:7][CH:8]=2)[CH:3]=[CH:2]1.[Br:20][C:21]1[CH:22]=[C:23]([CH:27]=[C:28]([Br:32])[C:29]=1[O:30][CH3:31])[C:24](Cl)=[O:25].C(N(CC)CC)C.O. Product: [Br:20][C:21]1[CH:22]=[C:23]([C:24]([N:17]2[CH2:16][CH2:15][O:14][C:13]3[N:18]=[CH:19][C:10]([C:5]4[CH:6]=[CH:7][CH:8]=[C:9]5[C:4]=4[CH:3]=[CH:2][NH:1]5)=[CH:11][C:12]2=3)=[O:25])[CH:27]=[C:28]([Br:32])[C:29]=1[O:30][CH3:31]. The catalyst class is: 4. (7) Reactant: [OH:1][CH2:2][C:3]1([C:16]2[CH:21]=[CH:20][CH:19]=[CH:18][CH:17]=2)[CH2:8][CH2:7][N:6]([C:9]([O:11][C:12]([CH3:15])([CH3:14])[CH3:13])=[O:10])[CH2:5][CH2:4]1.[Br:22][C:23]1[C:32]2[C:27](=[CH:28][CH:29]=[CH:30][C:31]=2[C:33]([F:36])([F:35])[F:34])[N:26]=[C:25]([CH2:37]Br)[CH:24]=1.CC(C)([O-])C.[K+]. Product: [Br:22][C:23]1[C:32]2[C:27](=[CH:28][CH:29]=[CH:30][C:31]=2[C:33]([F:36])([F:34])[F:35])[N:26]=[C:25]([CH2:37][O:1][CH2:2][C:3]2([C:16]3[CH:17]=[CH:18][CH:19]=[CH:20][CH:21]=3)[CH2:8][CH2:7][N:6]([C:9]([O:11][C:12]([CH3:14])([CH3:15])[CH3:13])=[O:10])[CH2:5][CH2:4]2)[CH:24]=1. The catalyst class is: 1. (8) Reactant: [F:1][C:2]1[CH:3]=[C:4]([C:8]2[N:13]=[CH:12][C:11]([C:14](Cl)=[O:15])=[CH:10][N:9]=2)[CH:5]=[CH:6][CH:7]=1.[N:17]1([NH2:26])[C:21]2=[N:22][CH:23]=[CH:24][CH:25]=[C:20]2[CH:19]=[CH:18]1.C([O-])([O-])=O.[K+].[K+]. Product: [N:17]1([NH:26][C:14]([C:11]2[CH:10]=[N:9][C:8]([C:4]3[CH:5]=[CH:6][CH:7]=[C:2]([F:1])[CH:3]=3)=[N:13][CH:12]=2)=[O:15])[C:21]2=[N:22][CH:23]=[CH:24][CH:25]=[C:20]2[CH:19]=[CH:18]1. The catalyst class is: 161.